This data is from Forward reaction prediction with 1.9M reactions from USPTO patents (1976-2016). The task is: Predict the product of the given reaction. (1) Given the reactants [CH:1]1([O:4][C:5]2[CH:6]=[C:7]([C:15]3[NH:32][C:18]4[CH:19]=[N:20][N:21](COCC[Si](C)(C)C)[C:22](=[O:23])[C:17]=4[C:16]=3[CH:33]3[CH2:35][CH2:34]3)[CH:8]=[CH:9][C:10]=2[O:11][CH:12]([F:14])[F:13])[CH2:3][CH2:2]1.C1(OC2C=C(C3NC4C=NN(COCC[Si](C)(C)C)C(=O)C=4C=3C)C=CC=2OC(F)F)CC1, predict the reaction product. The product is: [CH:1]1([O:4][C:5]2[CH:6]=[C:7]([C:15]3[NH:32][C:18]4[CH:19]=[N:20][NH:21][C:22](=[O:23])[C:17]=4[C:16]=3[CH:33]3[CH2:34][CH2:35]3)[CH:8]=[CH:9][C:10]=2[O:11][CH:12]([F:13])[F:14])[CH2:3][CH2:2]1. (2) Given the reactants [CH3:1][O:2][C:3]([CH:5]1[CH2:14][C:13]2[C:8](=[CH:9][C:10]([OH:15])=[CH:11][CH:12]=2)[C:7]([CH2:16][CH:17]2[CH2:21][CH2:20][CH2:19][CH2:18]2)=[N:6]1)=[O:4], predict the reaction product. The product is: [CH3:1][O:2][C:3]([CH:5]1[CH2:14][C:13]2[C:8](=[CH:9][C:10]([OH:15])=[CH:11][CH:12]=2)[CH:7]([CH2:16][CH:17]2[CH2:21][CH2:20][CH2:19][CH2:18]2)[NH:6]1)=[O:4].